This data is from Reaction yield outcomes from USPTO patents with 853,638 reactions. The task is: Predict the reaction yield, written as a fraction of the theoretical maximum amount of product (1.0 means a 100% yield; for example, 0.34 means a 34% yield). (1) The reactants are [NH:1]1[C:9]2[C:4](=[CH:5][CH:6]=[CH:7][CH:8]=2)[CH2:3][C:2]1=[O:10].[CH2:11](O)[CH2:12][OH:13]. The catalyst is [Ni]. The product is [OH:13][CH2:12][CH2:11][CH:3]1[C:4]2[C:9](=[CH:8][CH:7]=[CH:6][CH:5]=2)[NH:1][C:2]1=[O:10]. The yield is 0.700. (2) The product is [F:18][C:19]1[C:24]([C:2]2[N:10]=[CH:9][N:8]=[C:7]3[C:3]=2[N:4]=[CH:5][N:6]3[CH:11]2[CH2:16][CH2:15][CH2:14][CH2:13][O:12]2)=[CH:23][CH:22]=[CH:21][N:20]=1. The reactants are Cl[C:2]1[N:10]=[CH:9][N:8]=[C:7]2[C:3]=1[N:4]=[CH:5][N:6]2[CH:11]1[CH2:16][CH2:15][CH2:14][CH2:13][O:12]1.O.[F:18][C:19]1[C:24](B(O)O)=[CH:23][CH:22]=[CH:21][N:20]=1.O.C(=O)([O-])[O-].[Na+].[Na+]. The yield is 0.530. The catalyst is O1CCOCC1.C1C=CC(P(C2C=CC=CC=2)[C-]2C=CC=C2)=CC=1.C1C=CC(P(C2C=CC=CC=2)[C-]2C=CC=C2)=CC=1.Cl[Pd]Cl.[Fe+2]. (3) The reactants are [Br:1][C:2]1[CH:3]=[N:4][N:5]([CH2:7][CH2:8][NH:9][CH2:10][CH2:11][O:12][CH3:13])[CH:6]=1.[CH3:14][C:15]([O:18][C:19](O[C:19]([O:18][C:15]([CH3:17])([CH3:16])[CH3:14])=[O:20])=[O:20])([CH3:17])[CH3:16]. The catalyst is C1COCC1. The product is [Br:1][C:2]1[CH:3]=[N:4][N:5]([CH2:7][CH2:8][N:9]([CH2:10][CH2:11][O:12][CH3:13])[C:19](=[O:20])[O:18][C:15]([CH3:17])([CH3:16])[CH3:14])[CH:6]=1. The yield is 0.350. (4) The reactants are [C:1]([C:3]1[CH:8]=[CH:7][C:6](=[O:9])[N:5]([C:10]2[C:15]([F:16])=[CH:14][CH:13]=[CH:12][C:11]=2[F:17])[C:4]=1[S-:18])#[N:2].[Na+].C(=O)([O-])[O-].[K+].[K+].Br[CH2:27][C:28]([O:30][CH2:31][CH3:32])=[O:29]. The catalyst is C(#N)C.O. The product is [NH2:2][C:1]1[C:3]2[CH:8]=[CH:7][C:6](=[O:9])[N:5]([C:10]3[C:11]([F:17])=[CH:12][CH:13]=[CH:14][C:15]=3[F:16])[C:4]=2[S:18][C:27]=1[C:28]([O:30][CH2:31][CH3:32])=[O:29]. The yield is 0.890. (5) The yield is 0.150. The product is [CH3:1][O:2][C:3]1[CH:8]=[C:7]([CH3:9])[CH:6]=[CH:5][C:4]=1[CH2:10][NH:11][C:21](=[O:23])[C:20]([NH:36][CH2:35][CH2:34][C:31]1[CH:30]=[CH:29][C:28]([CH3:27])=[CH:33][N:32]=1)=[O:26]. The reactants are [CH3:1][O:2][C:3]1[CH:8]=[C:7]([CH3:9])[CH:6]=[CH:5][C:4]=1[CH2:10][NH2:11].CCN(CC)CC.Cl[C:20](=[O:26])[C:21]([O:23]CC)=O.[CH3:27][C:28]1[CH:29]=[CH:30][C:31]([CH2:34][CH2:35][NH2:36])=[N:32][CH:33]=1. The catalyst is CC#N. (6) The reactants are [CH3:1][C:2]([CH3:7])([CH3:6])[CH2:3][CH:4]=O.[NH2:8][CH2:9][C:10]([CH3:13])([OH:12])[CH3:11].[S-:14][C:15]#[N:16].[K+].II. The catalyst is C(#N)C. The product is [C:2]([C:3]1[S:14][C:15](=[NH:16])[N:8]([CH2:9][C:10]([CH3:13])([OH:12])[CH3:11])[CH:4]=1)([CH3:7])([CH3:6])[CH3:1]. The yield is 0.940. (7) The reactants are [Cl:1][C:2]1[N:6]2[CH:7]=[CH:8][CH:9]=[CH:10][C:5]2=[N:4][C:3]=1[NH:11][S:12]([C:15]1[CH:16]=[N:17][C:18]([N:21]2[CH2:26][CH2:25][O:24][CH2:23][CH2:22]2)=[CH:19][CH:20]=1)(=[O:14])=[O:13].C([O-])([O-])=O.[Na+].[Na+].[F:33][C:34]1[CH:41]=[CH:40][C:37]([CH2:38]Br)=[CH:36][C:35]=1[C:42]([F:45])([F:44])[F:43]. The catalyst is CN(C=O)C.C(OCC)(=O)C. The product is [Cl:1][C:2]1[N:6]2[CH:7]=[CH:8][CH:9]=[CH:10][C:5]2=[N:4][C:3]=1[N:11]([CH2:38][C:37]1[CH:40]=[CH:41][C:34]([F:33])=[C:35]([C:42]([F:45])([F:43])[F:44])[CH:36]=1)[S:12]([C:15]1[CH:16]=[N:17][C:18]([N:21]2[CH2:26][CH2:25][O:24][CH2:23][CH2:22]2)=[CH:19][CH:20]=1)(=[O:14])=[O:13]. The yield is 0.290.